From a dataset of NCI-60 drug combinations with 297,098 pairs across 59 cell lines. Regression. Given two drug SMILES strings and cell line genomic features, predict the synergy score measuring deviation from expected non-interaction effect. Drug 1: C1CN1P(=S)(N2CC2)N3CC3. Drug 2: C(=O)(N)NO. Synergy scores: CSS=28.1, Synergy_ZIP=-7.12, Synergy_Bliss=-2.57, Synergy_Loewe=-17.0, Synergy_HSA=-2.09. Cell line: UACC62.